From a dataset of Reaction yield outcomes from USPTO patents with 853,638 reactions. Predict the reaction yield, written as a fraction of the theoretical maximum amount of product (1.0 means a 100% yield; for example, 0.34 means a 34% yield). (1) The reactants are CC(C)(C)C([NH:5][C:6]1[C:11]([F:12])=[CH:10][C:9]([Cl:13])=[CH:8][C:7]=1[C:14](=[O:19])[C:15]([F:18])([F:17])[F:16])=O.Cl.C([O-])([O-])=O.[K+].[K+]. The catalyst is COCCOC. The product is [NH2:5][C:6]1[C:11]([F:12])=[CH:10][C:9]([Cl:13])=[CH:8][C:7]=1[C:14](=[O:19])[C:15]([F:18])([F:17])[F:16]. The yield is 0.920. (2) The reactants are P(Cl)(Cl)(Cl)(Cl)[Cl:2].[CH3:7][C:8]([CH3:16])([C:13](=O)[CH3:14])[C:9]([O:11][CH3:12])=[O:10]. The catalyst is C(Cl)Cl.CN(C=O)C. The product is [Cl:2][C:13](=[CH2:14])[C:8]([CH3:16])([CH3:7])[C:9]([O:11][CH3:12])=[O:10]. The yield is 0.230. (3) The reactants are [CH3:1][C:2]1[C:3]([C:18]2[CH:23]=[CH:22][C:21]([O:24][CH3:25])=[CH:20][CH:19]=2)=[C:4]([O:14]COC)[C:5]2[C:10]([CH:11]=1)=[CH:9][C:8]([O:12][CH3:13])=[CH:7][CH:6]=2.Cl. The yield is 0.890. The catalyst is O1CCOCC1. The product is [CH3:1][C:2]1[C:3]([C:18]2[CH:23]=[CH:22][C:21]([O:24][CH3:25])=[CH:20][CH:19]=2)=[C:4]([OH:14])[C:5]2[C:10]([CH:11]=1)=[CH:9][C:8]([O:12][CH3:13])=[CH:7][CH:6]=2. (4) The reactants are [C:1]([Cl:4])(=O)C.Cl.[Cl:6][C:7]1[CH:15]=[C:14]([O:16][CH3:17])[C:13]([NH:18][NH2:19])=[CH:12][C:8]=1[C:9]([OH:11])=[O:10]. The catalyst is CO. The product is [ClH:4].[Cl:6][C:7]1[CH:15]=[C:14]([O:16][CH3:17])[C:13]([NH:18][NH2:19])=[CH:12][C:8]=1[C:9]([O:11][CH3:1])=[O:10]. The yield is 1.00. (5) The reactants are C([O:5][C:6]([CH:8]([NH:12][S:13]([C:16]1[CH:21]=[CH:20][C:19]([C:22]2[CH:27]=[CH:26][C:25]([O:28][C:29]([C:31]3[O:32][C:33]4[CH:39]=[CH:38][CH:37]=[CH:36][C:34]=4[CH:35]=3)=[O:30])=[CH:24][CH:23]=2)=[CH:18][CH:17]=1)(=[O:15])=[O:14])[CH:9]([CH3:11])[CH3:10])=[O:7])(C)(C)C.C(O)(C(F)(F)F)=O. The catalyst is ClCCl. The product is [C:6]([CH:8]([NH:12][S:13]([C:16]1[CH:17]=[CH:18][C:19]([C:22]2[CH:27]=[CH:26][C:25]([O:28][C:29]([C:31]3[O:32][C:33]4[CH:39]=[CH:38][CH:37]=[CH:36][C:34]=4[CH:35]=3)=[O:30])=[CH:24][CH:23]=2)=[CH:20][CH:21]=1)(=[O:14])=[O:15])[CH:9]([CH3:11])[CH3:10])([OH:7])=[O:5]. The yield is 0.760. (6) The reactants are [CH3:1][Si](Cl)(C)C.[CH3:6][O:7][CH2:8][CH2:9][NH:10][C:11]1[N:16]=[CH:15][C:14]([CH:17](C)[C:18]#N)=[CH:13][CH:12]=1.[C:21]([O-:24])(O)=[O:22].[Na+]. The catalyst is CO.O. The product is [CH3:6][O:7][CH2:8][CH2:9][NH:10][C:11]1[N:16]=[CH:15][C:14]([CH:17]([CH3:18])[C:21]([O:24][CH3:1])=[O:22])=[CH:13][CH:12]=1. The yield is 0.735. (7) The reactants are CO[C:3](=[O:26])[CH:4]([C:18]1[CH:23]=[CH:22][C:21]([Cl:24])=[C:20]([Cl:25])[CH:19]=1)[CH2:5][CH:6]1[CH2:10][CH2:9][CH:8]([O:11][CH:12]2[CH2:17][CH2:16][CH2:15][CH2:14][O:13]2)[CH2:7]1.[CH3:27][NH:28][C:29]([NH2:31])=[O:30].C[O-].[Mg+2].C[O-].CO. No catalyst specified. The product is [Cl:25][C:20]1[CH:19]=[C:18]([CH:4]([CH2:5][CH:6]2[CH2:10][CH2:9][CH:8]([O:11][CH:12]3[CH2:17][CH2:16][CH2:15][CH2:14][O:13]3)[CH2:7]2)[C:3]([NH:31][C:29]([NH:28][CH3:27])=[O:30])=[O:26])[CH:23]=[CH:22][C:21]=1[Cl:24]. The yield is 0.0910. (8) The reactants are [Br:1][C:2]1[C:3]([F:12])=[C:4]2[C:10]([NH2:11])=[CH:9][NH:8][C:5]2=[N:6][CH:7]=1.[CH3:13][N:14]1[C:19](=[O:20])[CH:18]=[CH:17][C:16]([C:21](O)=[O:22])=[N:15]1.C1N(P(Cl)(N2C(=O)OCC2)=O)C(=O)OC1.[Li+].[OH-]. The catalyst is C(Cl)Cl.O. The product is [Br:1][C:2]1[C:3]([F:12])=[C:4]2[C:10]([NH:11][C:21]([C:16]3[CH:17]=[CH:18][C:19](=[O:20])[N:14]([CH3:13])[N:15]=3)=[O:22])=[CH:9][NH:8][C:5]2=[N:6][CH:7]=1. The yield is 0.700.